From a dataset of Full USPTO retrosynthesis dataset with 1.9M reactions from patents (1976-2016). Predict the reactants needed to synthesize the given product. Given the product [CH3:1][C:2]1([N:12]2[CH2:27][CH2:26][C:25](=[O:28])[CH2:24][CH2:23]2)[C:11]2[C:6](=[CH:7][CH:8]=[CH:9][CH:10]=2)[CH2:5][CH2:4][CH2:3]1, predict the reactants needed to synthesize it. The reactants are: [CH3:1][C:2]1([NH2:12])[C:11]2[C:6](=[CH:7][CH:8]=[CH:9][CH:10]=2)[CH2:5][CH2:4][CH2:3]1.C(=O)([O-])[O-].[K+].[K+].[I-].C([N+]1(C)[CH2:27][CH2:26][C:25](=[O:28])[CH2:24][CH2:23]1)C.